From a dataset of Full USPTO retrosynthesis dataset with 1.9M reactions from patents (1976-2016). Predict the reactants needed to synthesize the given product. (1) Given the product [ClH:40].[NH2:30][CH2:29][CH2:28][CH2:27][CH2:26][C:25]([N:22]1[CH2:21][CH2:20][C:19]([CH2:18][N:15]2[C:16](=[O:17])[C:11]3[S:10][CH:9]=[C:8]([C:5]4[CH:4]=[CH:3][C:2]([F:1])=[CH:7][CH:6]=4)[C:12]=3[N:13]=[CH:14]2)([OH:39])[CH2:24][CH2:23]1)=[O:38], predict the reactants needed to synthesize it. The reactants are: [F:1][C:2]1[CH:7]=[CH:6][C:5]([C:8]2[C:12]3[N:13]=[CH:14][N:15]([CH2:18][C:19]4([OH:39])[CH2:24][CH2:23][N:22]([C:25](=[O:38])[CH2:26][CH2:27][CH2:28][CH2:29][NH:30]C(=O)OC(C)(C)C)[CH2:21][CH2:20]4)[C:16](=[O:17])[C:11]=3[S:10][CH:9]=2)=[CH:4][CH:3]=1.[ClH:40]. (2) Given the product [C:1]([C@@H:5]1[CH2:10][CH2:9][C@H:8]([C:11]2[CH:12]=[CH:13][C:14]([C@H:17]([C:28](=[O:44])[NH:29][C:30]3[CH:35]=[CH:34][C:33]([C:36]4[CH:41]=[CH:40][C:39]([Cl:42])=[CH:38][C:37]=4[CH3:43])=[CH:32][CH:31]=3)[CH2:18][C:19]3[CH:27]=[CH:26][C:22]([C:23]([NH:66][CH2:67][CH2:68][S:69]([OH:72])(=[O:71])=[O:70])=[O:25])=[CH:21][CH:20]=3)=[CH:15][CH:16]=2)[CH2:7][CH2:6]1)([CH3:2])([CH3:4])[CH3:3], predict the reactants needed to synthesize it. The reactants are: [C:1]([C@@H:5]1[CH2:10][CH2:9][C@H:8]([C:11]2[CH:16]=[CH:15][C:14]([C@H:17]([C:28](=[O:44])[NH:29][C:30]3[CH:35]=[CH:34][C:33]([C:36]4[CH:41]=[CH:40][C:39]([Cl:42])=[CH:38][C:37]=4[CH3:43])=[CH:32][CH:31]=3)[CH2:18][C:19]3[CH:27]=[CH:26][C:22]([C:23]([OH:25])=O)=[CH:21][CH:20]=3)=[CH:13][CH:12]=2)[CH2:7][CH2:6]1)([CH3:4])([CH3:3])[CH3:2].C1C=CC2N(O)N=NC=2C=1.CCN=C=NCCCN(C)C.[NH2:66][CH2:67][CH2:68][S:69]([OH:72])(=[O:71])=[O:70].CCN(C(C)C)C(C)C.Cl.